This data is from NCI-60 drug combinations with 297,098 pairs across 59 cell lines. The task is: Regression. Given two drug SMILES strings and cell line genomic features, predict the synergy score measuring deviation from expected non-interaction effect. (1) Drug 1: CC1=C(C=C(C=C1)NC2=NC=CC(=N2)N(C)C3=CC4=NN(C(=C4C=C3)C)C)S(=O)(=O)N.Cl. Drug 2: CCC1(CC2CC(C3=C(CCN(C2)C1)C4=CC=CC=C4N3)(C5=C(C=C6C(=C5)C78CCN9C7C(C=CC9)(C(C(C8N6C)(C(=O)OC)O)OC(=O)C)CC)OC)C(=O)OC)O.OS(=O)(=O)O. Cell line: NCI/ADR-RES. Synergy scores: CSS=4.03, Synergy_ZIP=0.528, Synergy_Bliss=1.95, Synergy_Loewe=3.07, Synergy_HSA=0.705. (2) Drug 2: CCCS(=O)(=O)NC1=C(C(=C(C=C1)F)C(=O)C2=CNC3=C2C=C(C=N3)C4=CC=C(C=C4)Cl)F. Drug 1: CC1OCC2C(O1)C(C(C(O2)OC3C4COC(=O)C4C(C5=CC6=C(C=C35)OCO6)C7=CC(=C(C(=C7)OC)O)OC)O)O. Synergy scores: CSS=38.5, Synergy_ZIP=-5.91, Synergy_Bliss=-7.09, Synergy_Loewe=-19.6, Synergy_HSA=-4.50. Cell line: MALME-3M. (3) Drug 1: CCN(CC)CCNC(=O)C1=C(NC(=C1C)C=C2C3=C(C=CC(=C3)F)NC2=O)C. Drug 2: CN(CCCl)CCCl.Cl. Cell line: SK-OV-3. Synergy scores: CSS=4.93, Synergy_ZIP=-1.49, Synergy_Bliss=0.336, Synergy_Loewe=0.603, Synergy_HSA=1.14.